From a dataset of Reaction yield outcomes from USPTO patents with 853,638 reactions. Predict the reaction yield, written as a fraction of the theoretical maximum amount of product (1.0 means a 100% yield; for example, 0.34 means a 34% yield). The yield is 0.770. The reactants are [NH2:1][C:2]1[C:10]2[C:5](=[N:6][CH:7]=[C:8]([Cl:25])[C:9]=2[N:11]2[CH2:16][CH2:15][CH2:14][C@@H:13]([NH:17][C:18](=[O:24])[O:19][C:20]([CH3:23])([CH3:22])[CH3:21])[CH2:12]2)[NH:4][CH:3]=1.[CH3:26][O:27][C@@H:28]([CH3:32])[C:29](O)=[O:30].C1N(P(Cl)(N2C(=O)OCC2)=O)C(=O)OC1.C(N(CC)CC)C.[Li+].[OH-]. The catalyst is CC#N.O.O.CN1C(=O)CCC1. The product is [Cl:25][C:8]1[C:9]([N:11]2[CH2:16][CH2:15][CH2:14][C@@H:13]([NH:17][C:18](=[O:24])[O:19][C:20]([CH3:21])([CH3:22])[CH3:23])[CH2:12]2)=[C:10]2[C:2]([NH:1][C:29](=[O:30])[C@@H:28]([O:27][CH3:26])[CH3:32])=[CH:3][NH:4][C:5]2=[N:6][CH:7]=1.